Task: Regression. Given a peptide amino acid sequence and an MHC pseudo amino acid sequence, predict their binding affinity value. This is MHC class II binding data.. Dataset: Peptide-MHC class II binding affinity with 134,281 pairs from IEDB The peptide sequence is TEAKEGLKRGEITHHAV. The MHC is DRB1_0401 with pseudo-sequence DRB1_0401. The binding affinity (normalized) is 0.253.